This data is from Forward reaction prediction with 1.9M reactions from USPTO patents (1976-2016). The task is: Predict the product of the given reaction. Given the reactants [I-].C[S+](C)(C)=O.[CH3:7]C(C)([O-])C.[K+].[CH3:13][Si:14]([CH3:50])([CH3:49])[CH2:15][CH2:16][O:17][CH2:18][N:19]([CH2:41][O:42][CH2:43][CH2:44][Si:45]([CH3:48])([CH3:47])[CH3:46])[C:20]1[N:25]2[N:26]=[CH:27][CH:28]=[C:24]2[N:23]=[C:22]([CH:29]2[CH2:34][CH2:33][C:32](=[CH:35][C:36]([O:38][CH2:39][CH3:40])=[O:37])[CH2:31][CH2:30]2)[CH:21]=1.[NH4+].[Cl-], predict the reaction product. The product is: [CH3:46][Si:45]([CH3:48])([CH3:47])[CH2:44][CH2:43][O:42][CH2:41][N:19]([CH2:18][O:17][CH2:16][CH2:15][Si:14]([CH3:13])([CH3:49])[CH3:50])[C:20]1[N:25]2[N:26]=[CH:27][CH:28]=[C:24]2[N:23]=[C:22]([CH:29]2[CH2:34][CH2:33][C:32]3([CH:35]([C:36]([O:38][CH2:39][CH3:40])=[O:37])[CH2:7]3)[CH2:31][CH2:30]2)[CH:21]=1.